Dataset: Reaction yield outcomes from USPTO patents with 853,638 reactions. Task: Predict the reaction yield, written as a fraction of the theoretical maximum amount of product (1.0 means a 100% yield; for example, 0.34 means a 34% yield). (1) The reactants are [OH:1][C:2]1[C:3]([CH3:8])=[N:4][CH:5]=[CH:6][CH:7]=1.CC(C)([O-])C.[K+].[CH:15]1([NH:21][C:22](=[O:43])[NH:23][C@@H:24]2[C@H:28]3[O:29][CH2:30][C@@H:31](OS(C4C=CC(C)=CC=4)(=O)=O)[C@H:27]3[O:26][CH2:25]2)[CH2:20][CH2:19][CH2:18][CH2:17][CH2:16]1. The catalyst is CN(C)C=O.C1(NC(=O)N[C@@H]2[C@H]3OC[C@@H](OS(C4C=CC(C)=CC=4)(=O)=O)[C@H]3OC2)CCCCC1. The product is [CH:15]1([NH:21][C:22]([NH:23][C@H:24]2[CH2:25][O:26][C@@H:27]3[C@@H:31]([O:1][C:2]4[C:3]([CH3:8])=[N:4][CH:5]=[CH:6][CH:7]=4)[CH2:30][O:29][C@H:28]23)=[O:43])[CH2:16][CH2:17][CH2:18][CH2:19][CH2:20]1. The yield is 0.980. (2) The reactants are C([Li])CCC.Br[C:7]1[CH:12]=[C:11]([CH3:13])[N:10]=[C:9]([CH:14]([F:16])[F:15])[CH:8]=1.[Cl:17][C:18]1[CH:23]=[C:22](/[C:24](/[C:32]2[CH:37]=[CH:36][CH:35]=[C:34]([F:38])[C:33]=2[C:39]#[N:40])=[N:25]\S(C(C)(C)C)=O)[CH:21]=[CH:20][N:19]=1.Cl.C(OCC)C. The catalyst is C1COCC1.CO. The product is [Cl:17][C:18]1[CH:23]=[C:22]([C:24]2([C:7]3[CH:12]=[C:11]([CH3:13])[N:10]=[C:9]([CH:14]([F:16])[F:15])[CH:8]=3)[C:32]3[C:33](=[C:34]([F:38])[CH:35]=[CH:36][CH:37]=3)[C:39]([NH2:40])=[N:25]2)[CH:21]=[CH:20][N:19]=1. The yield is 0.510. (3) The reactants are C(O[C:6]([N:8]1[CH2:13][CH2:12][N:11](C2C(=O)N(CC(C)C)N=C(C3C=CC(C)=C(F)C=3)C=2C)[CH2:10][CH2:9]1)=O)(C)(C)C.[F:34][C:35]1[CH:63]=[CH:62][C:38]([CH2:39][N:40]2[C:45](=[O:46])[C:44]([CH2:47]OS(C)(=O)=O)=[CH:43][C:42]([C:53]3[CH:58]=[CH:57][C:56]([O:59][CH3:60])=[C:55]([F:61])[CH:54]=3)=[N:41]2)=[CH:37][CH:36]=1.CN1CCNCC1. No catalyst specified. The product is [F:34][C:35]1[CH:63]=[CH:62][C:38]([CH2:39][N:40]2[C:45](=[O:46])[C:44]([CH2:47][N:11]3[CH2:12][CH2:13][N:8]([CH3:6])[CH2:9][CH2:10]3)=[CH:43][C:42]([C:53]3[CH:58]=[CH:57][C:56]([O:59][CH3:60])=[C:55]([F:61])[CH:54]=3)=[N:41]2)=[CH:37][CH:36]=1. The yield is 0.458. (4) The reactants are Br[CH2:2][C:3]([CH3:20])=[CH:4][CH2:5][C:6]1[C:14]([OH:15])=[C:13]2[C:9]([CH2:10][O:11][C:12]2=[O:16])=[C:8]([CH3:17])[C:7]=1[O:18][CH3:19].[CH3:21][O:22][P:23]([O:26]C)[O:24][CH3:25]. No catalyst specified. The product is [CH3:21][O:22][P:23]([CH2:2][C:3]([CH3:20])=[CH:4][CH2:5][C:6]1[C:14]([OH:15])=[C:13]2[C:9](=[C:8]([CH3:17])[C:7]=1[O:18][CH3:19])[CH2:10][O:11][C:12]2=[O:16])(=[O:26])[O:24][CH3:25]. The yield is 0.600. (5) The reactants are [O:1]=[S:2]1(=[O:37])[C:8]2[CH:9]=[C:10]([O:20]CC(O)=O)[C:11]([S:13][CH2:14][C:15]([O:17]CC)=[O:16])=[CH:12][C:7]=2[N:6]([C:25]2[CH:30]=[CH:29][CH:28]=[CH:27][CH:26]=2)[CH2:5][C:4]([CH2:33][CH2:34][CH2:35][CH3:36])([CH2:31][CH3:32])[CH2:3]1.Cl.C[O:40][C:41](=[O:50])[CH2:42][NH:43][C:44]1C=CC=C[CH:45]=1.CN1CC[O:55]CC1.CN(C(ON1N=N[C:68]2[CH:69]=[CH:70][CH:71]=[CH:72][C:67]1=2)=[N+](C)C)C.[B-](F)(F)(F)F. The yield is 0.800. The product is [O:1]=[S:2]1(=[O:37])[C:8]2[CH:9]=[C:10]([O:20][CH2:45][C:44](=[O:55])[NH:43][CH:42]([C:41]([OH:40])=[O:50])[C:67]3[CH:68]=[CH:69][CH:70]=[CH:71][CH:72]=3)[C:11]([S:13][CH2:14][C:15]([OH:17])=[O:16])=[CH:12][C:7]=2[N:6]([C:25]2[CH:30]=[CH:29][CH:28]=[CH:27][CH:26]=2)[CH2:5][C:4]([CH2:33][CH2:34][CH2:35][CH3:36])([CH2:31][CH3:32])[CH2:3]1. The catalyst is C(Cl)Cl.